Dataset: Forward reaction prediction with 1.9M reactions from USPTO patents (1976-2016). Task: Predict the product of the given reaction. (1) The product is: [CH3:1][O:2][C:3]1[CH:4]=[N:5][C:6]2[C:11](=[C:10]([CH:13]3[CH2:16][O:14]3)[CH:9]=[CH:8][CH:7]=2)[N:12]=1. Given the reactants [CH3:1][O:2][C:3]1[CH:4]=[N:5][C:6]2[CH:7]=[CH:8][CH:9]=[C:10]([CH:13]=[O:14])[C:11]=2[N:12]=1.[I-].[CH3:16][S+](C)C.[OH-].[K+], predict the reaction product. (2) Given the reactants Br[C:2]1[S:3][C:4]2[CH2:9][S:8][CH2:7][C:5]=2[N:6]=1.C([Mg]Cl)(C)C.[CH2:15]([CH:17]([CH2:21][CH2:22][CH2:23][CH3:24])[C:18](Cl)=[O:19])[CH3:16].O, predict the reaction product. The product is: [S:3]1[C:4]2[CH2:9][S:8][CH2:7][C:5]=2[N:6]=[C:2]1[C:18](=[O:19])[CH:17]([CH2:15][CH3:16])[CH2:21][CH2:22][CH2:23][CH3:24]. (3) Given the reactants CC1(C)C(C)(C)OB([C:9]2[CH:30]=[CH:29][C:12]([O:13][C:14]3[N:18]([CH2:19][C:20]([O:22][CH2:23][CH3:24])=[O:21])[C:17]4[CH:25]=[CH:26][CH:27]=[CH:28][C:16]=4[N:15]=3)=[CH:11][CH:10]=2)O1.Br[C:33]1[C:37]2=[N:38][CH:39]=[CH:40][CH:41]=[C:36]2[N:35]([CH2:42][CH3:43])[N:34]=1.C([O-])([O-])=O.[Na+].[Na+], predict the reaction product. The product is: [CH2:42]([N:35]1[C:36]2[C:37](=[N:38][CH:39]=[CH:40][CH:41]=2)[C:33]([C:9]2[CH:30]=[CH:29][C:12]([O:13][C:14]3[N:18]([CH2:19][C:20]([O:22][CH2:23][CH3:24])=[O:21])[C:17]4[CH:25]=[CH:26][CH:27]=[CH:28][C:16]=4[N:15]=3)=[CH:11][CH:10]=2)=[N:34]1)[CH3:43]. (4) Given the reactants Cl.[CH3:2][C:3]1[CH:4]=[C:5]([NH:10][NH2:11])[CH:6]=[CH:7][C:8]=1[CH3:9].[CH3:12][C:13]([CH3:20])([CH3:19])[C:14](=O)[CH2:15][C:16]#[N:17], predict the reaction product. The product is: [C:13]([C:14]1[CH:15]=[C:16]([NH2:17])[N:10]([C:5]2[CH:6]=[CH:7][C:8]([CH3:9])=[C:3]([CH3:2])[CH:4]=2)[N:11]=1)([CH3:20])([CH3:19])[CH3:12]. (5) Given the reactants C[O:2][C:3]1[CH:8]=[N:7][N:6]([C:9]2[CH:10]=[C:11]([NH:15][C:16](=[O:18])[CH3:17])[CH:12]=[CH:13][CH:14]=2)[C:5](=[O:19])[N:4]=1.Br[CH2:21][C:22]1[CH:27]=[CH:26][C:25]([Cl:28])=[CH:24][C:23]=1[F:29].[I-].[Na+], predict the reaction product. The product is: [Cl:28][C:25]1[CH:26]=[CH:27][C:22]([CH2:21][N:4]2[C:3](=[O:2])[CH:8]=[N:7][N:6]([C:9]3[CH:10]=[C:11]([NH:15][C:16](=[O:18])[CH3:17])[CH:12]=[CH:13][CH:14]=3)[C:5]2=[O:19])=[C:23]([F:29])[CH:24]=1. (6) Given the reactants [CH2:1]([O:5][C:6]1[N:14]=[C:13]2[C:9]([N:10]=[C:11]([O:24]C)[N:12]2[CH2:15][CH2:16][CH2:17][CH:18]2[CH2:23][CH2:22][CH2:21][CH2:20][NH:19]2)=[C:8]([NH2:26])[N:7]=1)[CH2:2][CH2:3][CH3:4].I[CH2:28][CH:29]1[CH2:33][CH2:32][CH2:31][CH2:30]1, predict the reaction product. The product is: [NH2:26][C:8]1[N:7]=[C:6]([O:5][CH2:1][CH2:2][CH2:3][CH3:4])[N:14]=[C:13]2[C:9]=1[NH:10][C:11](=[O:24])[N:12]2[CH2:15][CH2:16][CH2:17][CH:18]1[CH2:23][CH2:22][CH2:21][CH2:20][N:19]1[CH2:28][CH:29]1[CH2:33][CH2:32][CH2:31][CH2:30]1.